This data is from Reaction yield outcomes from USPTO patents with 853,638 reactions. The task is: Predict the reaction yield, written as a fraction of the theoretical maximum amount of product (1.0 means a 100% yield; for example, 0.34 means a 34% yield). (1) The reactants are Cl[C:2]1[N:7]=[N:6][C:5]([NH2:8])=[CH:4][CH:3]=1.[CH3:9][N:10]1[CH2:15][CH2:14][NH:13][CH2:12][CH2:11]1. No catalyst specified. The product is [CH3:9][N:10]1[CH2:15][CH2:14][N:13]([C:2]2[N:7]=[N:6][C:5]([NH2:8])=[CH:4][CH:3]=2)[CH2:12][CH2:11]1. The yield is 0.245. (2) The reactants are Br[C:2]1[CH:7]=[C:6]([C:8]([CH3:11])([CH3:10])[CH3:9])[C:5]([OH:12])=[C:4]([C:13]([CH3:16])([CH3:15])[CH3:14])[CH:3]=1.CO[C:19]1[CH:24]=[CH:23][C:22]([CH:25]=[O:26])=[CH:21][C:20]=1B(O)O.[C:30]([O-])([O-])=[O:31].[K+].[K+].C(COC)OC. The catalyst is C1C=CC([P]([Pd]([P](C2C=CC=CC=2)(C2C=CC=CC=2)C2C=CC=CC=2)([P](C2C=CC=CC=2)(C2C=CC=CC=2)C2C=CC=CC=2)[P](C2C=CC=CC=2)(C2C=CC=CC=2)C2C=CC=CC=2)(C2C=CC=CC=2)C2C=CC=CC=2)=CC=1.O. The product is [C:13]([C:4]1[CH:3]=[C:2]([C:20]2([O:31][CH3:30])[CH:19]=[CH:24][CH:23]=[C:22]([CH:25]=[O:26])[CH2:21]2)[CH:7]=[C:6]([C:8]([CH3:11])([CH3:10])[CH3:9])[C:5]=1[OH:12])([CH3:16])([CH3:15])[CH3:14]. The yield is 0.610. (3) The reactants are [NH2:1][C:2]1[CH:7]=[CH:6][C:5]([C:8]2[C:12]3[C:13]([NH2:18])=[N:14][CH:15]=[C:16]([I:17])[C:11]=3[O:10][CH:9]=2)=[CH:4][C:3]=1[O:19][CH3:20].[CH3:21][N:22]1[C:30]2[C:25](=[CH:26][CH:27]=[CH:28][CH:29]=2)[CH:24]=[C:23]1[C:31](Cl)=[O:32]. The catalyst is N1C=CC=CC=1. The product is [NH2:18][C:13]1[C:12]2[C:8]([C:5]3[CH:6]=[CH:7][C:2]([NH:1][C:31]([C:23]4[N:22]([CH3:21])[C:30]5[C:25]([CH:24]=4)=[CH:26][CH:27]=[CH:28][CH:29]=5)=[O:32])=[C:3]([O:19][CH3:20])[CH:4]=3)=[CH:9][O:10][C:11]=2[C:16]([I:17])=[CH:15][N:14]=1. The yield is 0.890.